This data is from Full USPTO retrosynthesis dataset with 1.9M reactions from patents (1976-2016). The task is: Predict the reactants needed to synthesize the given product. (1) Given the product [F:16][C:4]1([F:3])[O:8][C:7]2[CH:9]=[CH:10][C:11]([C:13]3([C:14]#[N:15])[CH2:19][CH2:18]3)=[CH:12][C:6]=2[O:5]1, predict the reactants needed to synthesize it. The reactants are: [OH-].[Na+].[F:3][C:4]1([F:16])[O:8][C:7]2[CH:9]=[CH:10][C:11]([CH2:13][C:14]#[N:15])=[CH:12][C:6]=2[O:5]1.Br[CH2:18][CH2:19]Cl. (2) Given the product [CH:1]1([NH:4][C:5](=[O:36])[C:6]2[CH:11]=[CH:10][C:9]([CH3:12])=[C:8]([C:13]3[C:14]4[CH:26]=[CH:25][C:24](=[O:27])[N:23]([C:28]5[C:33]([F:34])=[CH:32][CH:31]=[CH:30][C:29]=5[F:35])[C:15]=4[N:16]=[C:17]([NH:43][CH2:42][CH2:41][NH:40][CH2:37][CH2:38][CH3:39])[N:18]=3)[CH:7]=2)[CH2:3][CH2:2]1, predict the reactants needed to synthesize it. The reactants are: [CH:1]1([NH:4][C:5](=[O:36])[C:6]2[CH:11]=[CH:10][C:9]([CH3:12])=[C:8]([C:13]3[C:14]4[CH:26]=[CH:25][C:24](=[O:27])[N:23]([C:28]5[C:33]([F:34])=[CH:32][CH:31]=[CH:30][C:29]=5[F:35])[C:15]=4[N:16]=[C:17](S(C)(=O)=O)[N:18]=3)[CH:7]=2)[CH2:3][CH2:2]1.[CH2:37]([NH:40][CH2:41][CH2:42][NH2:43])[CH2:38][CH3:39]. (3) The reactants are: F[C:2]1[CH:7]=[CH:6][C:5]([N+:8]([O-:10])=[O:9])=[CH:4][CH:3]=1.[S:11]1[CH:15]=[CH:14][CH:13]=[C:12]1[CH2:16][CH2:17][NH2:18].C([O-])([O-])=O.[K+].[K+]. Given the product [N+:8]([C:5]1[CH:6]=[CH:7][C:2]([NH:18][CH2:17][CH2:16][C:12]2[S:11][CH:15]=[CH:14][CH:13]=2)=[CH:3][CH:4]=1)([O-:10])=[O:9], predict the reactants needed to synthesize it. (4) Given the product [C:20]1([CH2:19][N:16]2[CH2:15][CH2:14][NH:13][CH2:18][CH2:17]2)[CH:21]=[CH:22][CH:23]=[CH:24][CH:25]=1, predict the reactants needed to synthesize it. The reactants are: CC(C)(OC(N1CCC([N:13]2[CH2:18][CH2:17][N:16]([CH2:19][C:20]3[CH:25]=[CH:24][CH:23]=[CH:22][CH:21]=3)[CH2:15][CH2:14]2)CC1)=O)C.CC(C)(OC(N1CCC(=O)CC1)=O)C. (5) Given the product [OH:30][C:27]1[CH:28]=[CH:29][C:24]([C:2]2[N:3]=[C:4]([CH2:7][NH:8][CH2:9][CH2:10][C:11]([O:13][CH2:14][CH3:15])=[O:12])[S:5][CH:6]=2)=[CH:25][CH:26]=1, predict the reactants needed to synthesize it. The reactants are: Br[C:2]1[N:3]=[C:4]([CH2:7][NH:8][CH2:9][CH2:10][C:11]([O:13][CH2:14][CH3:15])=[O:12])[S:5][CH:6]=1.CC1(C)C(C)(C)OB([C:24]2[CH:29]=[CH:28][C:27]([OH:30])=[CH:26][CH:25]=2)O1.C([O-])([O-])=O.[K+].[K+].